Task: Predict the reaction yield, written as a fraction of the theoretical maximum amount of product (1.0 means a 100% yield; for example, 0.34 means a 34% yield).. Dataset: Reaction yield outcomes from USPTO patents with 853,638 reactions (1) The reactants are C(OC([N:8]1[CH2:13][CH2:12][O:11][CH2:10][CH:9]1[CH2:14][O:15][C:16]([N:18]1[CH2:23][CH2:22][N:21]([C:24]2[CH:29]=[CH:28][C:27]([F:30])=[CH:26][C:25]=2[F:31])[CH2:20][CH2:19]1)=[O:17])=O)(C)(C)C.C(O)(C(F)(F)F)=O. The catalyst is C(Cl)Cl. The product is [F:31][C:25]1[CH:26]=[C:27]([F:30])[CH:28]=[CH:29][C:24]=1[N:21]1[CH2:20][CH2:19][N:18]([C:16]([O:15][CH2:14][CH:9]2[CH2:10][O:11][CH2:12][CH2:13][NH:8]2)=[O:17])[CH2:23][CH2:22]1. The yield is 0.790. (2) The reactants are [CH2:1]([N:8]([CH2:17][C:18](=O)[CH3:19])[C:9]1[CH:14]=[CH:13][C:12]([O:15][CH3:16])=[CH:11][CH:10]=1)[C:2]1[CH:7]=[CH:6][CH:5]=[CH:4][CH:3]=1. The catalyst is C(O)C.[Cl-].[Zn+2].[Cl-]. The product is [CH2:1]([N:8]1[C:9]2[C:14](=[CH:13][C:12]([O:15][CH3:16])=[CH:11][CH:10]=2)[C:18]([CH3:19])=[CH:17]1)[C:2]1[CH:7]=[CH:6][CH:5]=[CH:4][CH:3]=1. The yield is 0.620. (3) The reactants are Br[C:2]1[CH:7]=[CH:6][C:5]([C:8]2[N:9]=[C:10]([C:13]3([CH2:19][NH2:20])[CH2:18][CH2:17][O:16][CH2:15][CH2:14]3)[S:11][CH:12]=2)=[CH:4][CH:3]=1.[CH3:21][N:22](C=O)C. The product is [NH2:20][CH2:19][C:13]1([C:10]2[S:11][CH:12]=[C:8]([C:5]3[CH:6]=[CH:7][C:2]([C:21]#[N:22])=[CH:3][CH:4]=3)[N:9]=2)[CH2:18][CH2:17][O:16][CH2:15][CH2:14]1. The yield is 0.100. The catalyst is [C-]#N.[Zn+2].[C-]#N.[Pd](Cl)Cl.C1(P(C2C=CC=CC=2)[C-]2C=CC=C2)C=CC=CC=1.[C-]1(P(C2C=CC=CC=2)C2C=CC=CC=2)C=CC=C1.[Fe+2]. (4) The reactants are [Br:1][C:2]1[CH:3]=[C:4]2[C:11]3([C:15](=[O:16])[NH:14][C:13](=[S:17])[NH:12]3)[CH2:10][CH:9]([C:18]3[CH:23]=[CH:22][CH:21]=[CH:20][CH:19]=3)[O:8][C:5]2=[CH:6][CH:7]=1.C([O-])([O-])=O.[K+].[K+].[CH2:30](I)[CH3:31].[CH3:33][C:34]#N. No catalyst specified. The product is [Br:1][C:2]1[CH:3]=[C:4]2[C:11]3([C:15](=[O:16])[N:14]([CH2:33][CH3:34])[C:13]([S:17][CH2:30][CH3:31])=[N:12]3)[CH2:10][CH:9]([C:18]3[CH:19]=[CH:20][CH:21]=[CH:22][CH:23]=3)[O:8][C:5]2=[CH:6][CH:7]=1. The yield is 0.690. (5) The reactants are [Cl:1][C:2]1[CH:11]=[CH:10][C:9]([NH2:12])=[C:8]2[C:3]=1[CH:4]=[CH:5][CH:6]=[N:7]2.[N+:13]([C:16]1[CH:21]=[C:20]([CH3:22])[CH:19]=[CH:18][C:17]=1[S:23](Cl)(=[O:25])=[O:24])([O-:15])=[O:14]. No catalyst specified. The product is [Cl:1][C:2]1[CH:11]=[CH:10][C:9]([NH:12][S:23]([C:17]2[CH:18]=[CH:19][C:20]([CH3:22])=[CH:21][C:16]=2[N+:13]([O-:15])=[O:14])(=[O:24])=[O:25])=[C:8]2[C:3]=1[CH:4]=[CH:5][CH:6]=[N:7]2. The yield is 0.540.